This data is from Full USPTO retrosynthesis dataset with 1.9M reactions from patents (1976-2016). The task is: Predict the reactants needed to synthesize the given product. (1) Given the product [F:1][C:2]1[CH:3]=[C:4]([C:9]2[N:14]=[C:13]([NH:15][CH2:16][CH2:17][C:18]3[CH:23]=[CH:22][CH:21]=[CH:20][N:19]=3)[C:12]([C:24]([NH:33][CH2:34][C:35]3[CH:36]=[N:37][CH:38]=[CH:39][CH:40]=3)=[O:26])=[CH:11][N:10]=2)[CH:5]=[CH:6][C:7]=1[F:8], predict the reactants needed to synthesize it. The reactants are: [F:1][C:2]1[CH:3]=[C:4]([C:9]2[N:14]=[C:13]([NH:15][CH2:16][CH2:17][C:18]3[CH:23]=[CH:22][CH:21]=[CH:20][N:19]=3)[C:12]([C:24]([OH:26])=O)=[CH:11][N:10]=2)[CH:5]=[CH:6][C:7]=1[F:8].C(Cl)(=O)C(Cl)=O.[NH2:33][CH2:34][C:35]1[CH:36]=[N:37][CH:38]=[CH:39][CH:40]=1. (2) Given the product [F:9][C:10]1[CH:15]=[C:14]([O:16][CH3:17])[CH:13]=[C:12]([F:18])[C:11]=1[C:5](=[O:7])[CH3:6], predict the reactants needed to synthesize it. The reactants are: [Cl-].[Al+3].[Cl-].[Cl-].[C:5](Cl)(=[O:7])[CH3:6].[F:9][C:10]1[CH:15]=[C:14]([O:16][CH3:17])[CH:13]=[C:12]([F:18])[CH:11]=1.C([O-])(O)=O.[Na+]. (3) Given the product [CH:13]1(/[CH:12]=[C:11](\[CH2:10][CH2:9][CH2:8][CH2:7][CH2:6][CH3:5])/[C:19](=[O:15])[CH3:18])[CH2:14][CH2:4]1, predict the reactants needed to synthesize it. The reactants are: N1[C:5]2[CH2:6][CH2:7][CH2:8][CH2:9][CH2:10][CH2:11][CH2:12][CH2:13][CH2:14][C:4]=2N=C1.[O:15]1[C:19]2CCCCCCCCCCCCC[C:18]=2N=C1. (4) The reactants are: [Cl:1][C:2]1[CH:7]=[CH:6][CH:5]=[CH:4][C:3]=1[CH:8]([O:10][C:11](=[O:26])[NH:12][C:13]1[C:14]([CH3:25])=[N:15][O:16][C:17]=1[C:18]1[CH:23]=[CH:22][C:21](Br)=[CH:20][CH:19]=1)[CH3:9].[B:27]1([B:27]2[O:31][C:30]([CH3:33])([CH3:32])[C:29]([CH3:35])([CH3:34])[O:28]2)[O:31][C:30]([CH3:33])([CH3:32])[C:29]([CH3:35])([CH3:34])[O:28]1.C([O-])(=O)C.[K+]. Given the product [Cl:1][C:2]1[CH:7]=[CH:6][CH:5]=[CH:4][C:3]=1[CH:8]([O:10][C:11](=[O:26])[NH:12][C:13]1[C:14]([CH3:25])=[N:15][O:16][C:17]=1[C:18]1[CH:23]=[CH:22][C:21]([B:27]2[O:31][C:30]([CH3:33])([CH3:32])[C:29]([CH3:35])([CH3:34])[O:28]2)=[CH:20][CH:19]=1)[CH3:9], predict the reactants needed to synthesize it. (5) Given the product [N:15]1([CH2:16][C:17]2[NH:10][C:8](=[O:9])[C:7]3[O:6][C:5]4[CH:11]=[CH:12][C:2]([Br:1])=[CH:3][C:4]=4[C:13]=3[N:14]=2)[CH2:18][CH2:19][CH2:20]1, predict the reactants needed to synthesize it. The reactants are: [Br:1][C:2]1[CH:12]=[CH:11][C:5]([O:6][CH2:7][C:8]([NH2:10])=[O:9])=[C:4]([C:13]#[N:14])[CH:3]=1.[NH:15]1[CH2:20][CH2:19][CH2:18][CH2:17][CH2:16]1.N1CCC1. (6) Given the product [Cl:33][C:30]1[CH:31]=[C:32]2[C:27]([C:26]([CH:34]([F:36])[F:35])=[CH:25][N:24]2[S:21]([C:19]2[C:18]3[C:13](=[CH:14][CH:15]=[CH:16][CH:17]=3)[C:12]([O:37][CH3:38])=[C:11]([N:8]3[CH2:9][CH2:10][NH:5][CH2:6][CH2:7]3)[CH:20]=2)(=[O:23])=[O:22])=[CH:28][CH:29]=1, predict the reactants needed to synthesize it. The reactants are: ClC(Cl)(Cl)C([N:5]1[CH2:10][CH2:9][N:8]([C:11]2[CH:20]=[C:19]([S:21]([N:24]3[C:32]4[C:27](=[CH:28][CH:29]=[C:30]([Cl:33])[CH:31]=4)[C:26]([CH:34]([F:36])[F:35])=[CH:25]3)(=[O:23])=[O:22])[C:18]3[C:13](=[CH:14][CH:15]=[CH:16][CH:17]=3)[C:12]=2[O:37][CH3:38])[CH2:7][CH2:6]1)=O.[OH-].[K+]. (7) Given the product [CH:31]([N:28]1[CH:29]=[CH:30][C:26]([CH:6]([N:7]2[CH2:13][CH2:12][CH2:11][N:10]([C:14]3[C:15]([O:24][CH3:25])=[CH:16][CH:17]=[C:18]4[C:23]=3[N:22]=[CH:21][CH:20]=[CH:19]4)[CH2:9][CH2:8]2)[CH2:2][C:3]([OH:5])=[O:4])=[N:27]1)([CH3:32])[CH3:33], predict the reactants needed to synthesize it. The reactants are: C[CH:2]([CH:6]([C:26]1[CH:30]=[CH:29][N:28]([CH:31]([CH3:33])[CH3:32])[N:27]=1)[N:7]1[CH2:13][CH2:12][CH2:11][N:10]([C:14]2[C:15]([O:24][CH3:25])=[CH:16][CH:17]=[C:18]3[C:23]=2[N:22]=[CH:21][CH:20]=[CH:19]3)[CH2:9][CH2:8]1)[C:3]([OH:5])=[O:4].C1COCC1.[OH-].[Na+].Cl.